Dataset: Catalyst prediction with 721,799 reactions and 888 catalyst types from USPTO. Task: Predict which catalyst facilitates the given reaction. (1) Reactant: [Li]CCCC.[Cl:6][C:7]1[CH:12]=[CH:11][C:10]([F:13])=[CH:9][N:8]=1.[CH3:14][C:15]([CH3:17])=[O:16]. Product: [Cl:6][C:7]1[CH:12]=[C:11]([C:15]([OH:16])([CH3:17])[CH3:14])[C:10]([F:13])=[CH:9][N:8]=1. The catalyst class is: 1. (2) Reactant: Cl.[CH2:2]([O:4][C:5](=[O:12])[CH2:6][C:7]([O:9][CH2:10][CH3:11])=[NH:8])[CH3:3].[OH-].[Na+]. Product: [CH2:2]([O:4][C:5](=[O:12])[CH2:6][C:7]([O:9][CH2:10][CH3:11])=[NH:8])[CH3:3]. The catalyst class is: 46. (3) Product: [Cl:23][C:14]1[C:15]([C:19]([F:22])([F:21])[F:20])=[CH:16][CH:17]=[CH:18][C:13]=1[C:11]([N:9]1[CH2:8][CH2:7][N:6]2[C:2]([C:29]3[CH:34]=[N:33][CH:32]=[CH:31][N:30]=3)=[CH:3][N:4]=[C:5]2[CH2:10]1)=[O:12]. The catalyst class is: 77. Reactant: Br[C:2]1[N:6]2[CH2:7][CH2:8][N:9]([C:11]([C:13]3[CH:18]=[CH:17][CH:16]=[C:15]([C:19]([F:22])([F:21])[F:20])[C:14]=3[Cl:23])=[O:12])[CH2:10][C:5]2=[N:4][CH:3]=1.C([Sn](CCCC)(CCCC)[C:29]1[CH:34]=[N:33][CH:32]=[CH:31][N:30]=1)CCC. (4) Reactant: [H-].[Na+].[CH:3]1([NH:6][C:7](=[O:25])[C:8]2[CH:13]=[C:12]([C:14]3[CH:15]=[C:16]4[C:20](=[CH:21][CH:22]=3)[NH:19][N:18]=[CH:17]4)[C:11]([CH3:23])=[C:10]([F:24])[CH:9]=2)[CH2:5][CH2:4]1.Br[CH2:27][CH:28]1[CH2:32][CH2:31][CH2:30][O:29]1. Product: [CH:3]1([NH:6][C:7](=[O:25])[C:8]2[CH:13]=[C:12]([C:14]3[CH:15]=[C:16]4[C:20](=[CH:21][CH:22]=3)[N:19]([CH2:27][CH:28]3[CH2:32][CH2:31][CH2:30][O:29]3)[N:18]=[CH:17]4)[C:11]([CH3:23])=[C:10]([F:24])[CH:9]=2)[CH2:4][CH2:5]1. The catalyst class is: 3. (5) Reactant: [CH3:1][O:2][C:3]1[CH:15]=[C:14]([O:16][CH3:17])[CH:13]=[CH:12][C:4]=1[CH2:5][NH:6][C:7]1[S:11][N:10]=[CH:9][N:8]=1.C[Si]([N-][Si](C)(C)C)(C)C.[Li+].[F:28][C:29]1[CH:30]=[C:31]([S:37](Cl)(=[O:39])=[O:38])[CH:32]=[C:33]([F:36])[C:34]=1[F:35]. Product: [CH3:1][O:2][C:3]1[CH:15]=[C:14]([O:16][CH3:17])[CH:13]=[CH:12][C:4]=1[CH2:5][N:6]([C:7]1[S:11][N:10]=[CH:9][N:8]=1)[S:37]([C:31]1[CH:30]=[C:29]([F:28])[C:34]([F:35])=[C:33]([F:36])[CH:32]=1)(=[O:39])=[O:38]. The catalyst class is: 54. (6) Reactant: [CH3:1][C:2]1([CH3:27])[CH2:11][CH2:10][C:9]([CH3:13])([CH3:12])[C:8]2[CH:7]=[C:6]([C:14]([NH:16][C:17]3[CH:26]=[CH:25][C:20]([C:21]([O:23]C)=[O:22])=[CH:19][CH:18]=3)=[O:15])[CH:5]=[CH:4][C:3]1=2.[OH-].[K+]. Product: [CH3:1][C:2]1([CH3:27])[CH2:11][CH2:10][C:9]([CH3:12])([CH3:13])[C:8]2[CH:7]=[C:6]([C:14]([NH:16][C:17]3[CH:18]=[CH:19][C:20]([C:21]([OH:23])=[O:22])=[CH:25][CH:26]=3)=[O:15])[CH:5]=[CH:4][C:3]1=2. The catalyst class is: 5. (7) Reactant: Cl[CH2:2][C:3]1[NH:8][C:7](=[O:9])[NH:6][C:5](=[O:10])[CH:4]=1.[Na+].[CH3:12][S:13]([O-:15])=[O:14]. Product: [CH3:12][S:13]([CH2:2][C:3]1[NH:8][C:7](=[O:9])[NH:6][C:5](=[O:10])[CH:4]=1)(=[O:15])=[O:14]. The catalyst class is: 3.